From a dataset of Peptide-MHC class II binding affinity with 134,281 pairs from IEDB. Regression. Given a peptide amino acid sequence and an MHC pseudo amino acid sequence, predict their binding affinity value. This is MHC class II binding data. The peptide sequence is YEAKGAKANKAVD. The MHC is H-2-IAb with pseudo-sequence H-2-IAb. The binding affinity (normalized) is 0.706.